Task: Predict which catalyst facilitates the given reaction.. Dataset: Catalyst prediction with 721,799 reactions and 888 catalyst types from USPTO Reactant: [Cl:1][C:2]1[CH:3]=[C:4]([NH:9][C:10]2[C:19]3[C:14](=[CH:15][C:16]([O:30][CH3:31])=[C:17]([O:20][CH2:21][CH2:22][N:23]4[CH2:27][C@H:26]([CH3:28])[O:25]C4=O)[CH:18]=3)[N:13]=[CH:12][N:11]=2)[CH:5]=[CH:6][C:7]=1[F:8].[OH-].[Li+]. Product: [Cl:1][C:2]1[CH:3]=[C:4]([NH:9][C:10]2[C:19]3[C:14](=[CH:15][C:16]([O:30][CH3:31])=[C:17]([O:20][CH2:21][CH2:22][NH:23][CH2:27][C@@H:26]([OH:25])[CH3:28])[CH:18]=3)[N:13]=[CH:12][N:11]=2)[CH:5]=[CH:6][C:7]=1[F:8]. The catalyst class is: 252.